From a dataset of Reaction yield outcomes from USPTO patents with 853,638 reactions. Predict the reaction yield, written as a fraction of the theoretical maximum amount of product (1.0 means a 100% yield; for example, 0.34 means a 34% yield). (1) The reactants are [CH3:1][N:2]([CH3:11])[C:3]1[CH:8]=[CH:7][C:6]([Mg]Br)=[CH:5][CH:4]=1.[NH:12]1[C:22]2[C:17](=[CH:18][CH:19]=[CH:20][CH:21]=2)[C:15](=[O:16])[C:13]1=[O:14]. The catalyst is C1COCC1. The product is [CH3:1][N:2]([CH3:11])[C:3]1[CH:8]=[CH:7][C:6]([C:15]2([OH:16])[C:17]3[C:22](=[CH:21][CH:20]=[CH:19][CH:18]=3)[NH:12][C:13]2=[O:14])=[CH:5][CH:4]=1. The yield is 0.910. (2) The reactants are CS([O:5][CH2:6][CH2:7][N:8]1[C:13]2[CH:14]=[CH:15][CH:16]=[CH:17][C:12]=2[O:11][CH2:10][CH2:9]1)(=O)=O.C(=O)([O-])[O-].[K+].[K+].[CH2:24]([O:28][CH:29]([CH2:35][C:36]1[CH:41]=[CH:40][C:39](O)=[CH:38][CH:37]=1)[C:30]([O:32][CH2:33][CH3:34])=[O:31])[CH2:25][CH2:26][CH3:27]. No catalyst specified. The product is [O:11]1[C:12]2[CH:17]=[CH:16][CH:15]=[CH:14][C:13]=2[N:8]([CH2:7][CH2:6][O:5][C:39]2[CH:38]=[CH:37][C:36]([CH2:35][CH:29]([O:28][CH2:24][CH2:25][CH2:26][CH3:27])[C:30]([O:32][CH2:33][CH3:34])=[O:31])=[CH:41][CH:40]=2)[CH2:9][CH2:10]1. The yield is 0.520. (3) The catalyst is C1COCC1.CCOC(C)=O. The product is [NH2:36][CH2:24][C:21]1[N:20]=[C:19]([C@H:10]([CH2:9][CH2:8][CH2:7][CH:1]2[CH2:6][CH2:5][CH2:4][CH2:3][CH2:2]2)[CH2:11][C:12]([O:14][C:15]([CH3:18])([CH3:17])[CH3:16])=[O:13])[O:23][N:22]=1. The yield is 0.940. The reactants are [CH:1]1([CH2:7][CH2:8][CH2:9][C@@H:10]([C:19]2[O:23][N:22]=[C:21]([CH2:24]OS(C3C=CC(C)=CC=3)(=O)=O)[N:20]=2)[CH2:11][C:12]([O:14][C:15]([CH3:18])([CH3:17])[CH3:16])=[O:13])[CH2:6][CH2:5][CH2:4][CH2:3][CH2:2]1.[NH3:36]. (4) The reactants are [NH:1]1[C:5]2[CH:6]=[C:7]([C:10]3[NH:11][C:12]4[N:13]([N:17]=[C:18]([C:20]([O:22]C)=O)[N:19]=4)[C:14](=[O:16])[CH:15]=3)[CH:8]=[CH:9][C:4]=2[N:3]=[N:2]1.[NH3:24]. No catalyst specified. The product is [NH:1]1[C:5]2[CH:6]=[C:7]([C:10]3[NH:11][C:12]4[N:13]([N:17]=[C:18]([C:20]([NH2:24])=[O:22])[N:19]=4)[C:14](=[O:16])[CH:15]=3)[CH:8]=[CH:9][C:4]=2[N:3]=[N:2]1. The yield is 0.450. (5) The reactants are CO.[OH:3][C@H:4]1[CH2:9][CH2:8][CH2:7][CH2:6][C@@H:5]1[NH:10][C:11]([C@@H:13]1[C@@H:15]([CH2:16][CH2:17][CH2:18][CH3:19])[O:14]1)=[O:12].[N-:20]=[N+:21]=[N-:22].[Na+].S([O-])([O-])(=O)=O.[Mg+2]. The catalyst is O. The product is [OH:3][C@H:4]1[CH2:9][CH2:8][CH2:7][CH2:6][C@@H:5]1[NH:10][C:11](=[O:12])[C@@H:13]([OH:14])[C@@H:15]([N:20]=[N+:21]=[N-:22])[CH2:16][CH2:17][CH2:18][CH3:19]. The yield is 0.730. (6) The reactants are [CH3:1][C:2]1[CH:3]=[CH:4][C:5]([N+:25]([O-])=O)=[C:6]([NH:8][CH:9]2[CH2:14][CH2:13][N:12]([C@H:15]3[CH2:20][CH2:19][C@H:18]([O:21][CH2:22][CH2:23][CH3:24])[CH2:17][CH2:16]3)[CH2:11][CH2:10]2)[CH:7]=1.O.NN. The catalyst is C(O)C.[Ni]. The product is [NH2:25][C:5]1[CH:4]=[CH:3][C:2]([CH3:1])=[CH:7][C:6]=1[NH:8][CH:9]1[CH2:10][CH2:11][N:12]([C@H:15]2[CH2:20][CH2:19][C@H:18]([O:21][CH2:22][CH2:23][CH3:24])[CH2:17][CH2:16]2)[CH2:13][CH2:14]1. The yield is 0.990.